This data is from TCR-epitope binding with 47,182 pairs between 192 epitopes and 23,139 TCRs. The task is: Binary Classification. Given a T-cell receptor sequence (or CDR3 region) and an epitope sequence, predict whether binding occurs between them. (1) The epitope is VTEHDTLLY. The TCR CDR3 sequence is CASSQERGGKWAYEQYF. Result: 1 (the TCR binds to the epitope). (2) The epitope is NYSGVVTTVMF. The TCR CDR3 sequence is CASRHTRGLGETQYF. Result: 0 (the TCR does not bind to the epitope).